This data is from Forward reaction prediction with 1.9M reactions from USPTO patents (1976-2016). The task is: Predict the product of the given reaction. (1) Given the reactants [C:1]([O:4][CH2:5][C@@:6]([NH:27][C:28](=[O:30])[CH3:29])([CH3:26])[CH2:7][CH2:8][C:9]1[N:10]([CH3:25])[C:11]([C:14]#[C:15][CH2:16][CH2:17][CH2:18][C:19]2[CH:24]=[CH:23][CH:22]=[CH:21][CH:20]=2)=[CH:12][CH:13]=1)(=[O:3])[CH3:2], predict the reaction product. The product is: [C:1]([O:4][CH2:5][C@@:6]([NH:27][C:28](=[O:30])[CH3:29])([CH3:26])[CH2:7][CH2:8][C:9]1[N:10]([CH3:25])[C:11]([CH2:14][CH2:15][CH2:16][CH2:17][CH2:18][C:19]2[CH:20]=[CH:21][CH:22]=[CH:23][CH:24]=2)=[CH:12][CH:13]=1)(=[O:3])[CH3:2]. (2) The product is: [CH:1]([O:14][CH2:15][CH2:16][C:17]1[CH2:18][CH2:19][N:20]([C:53]([O:55][CH3:56])=[O:54])[CH2:21][CH:22]=1)([C:8]1[CH:13]=[CH:12][CH:11]=[CH:10][CH:9]=1)[C:2]1[CH:3]=[CH:4][CH:5]=[CH:6][CH:7]=1. Given the reactants [CH:1]([O:14][CH2:15][CH2:16][C:17]1[CH2:18][CH2:19][NH:20][CH2:21][CH:22]=1)([C:8]1[CH:13]=[CH:12][CH:11]=[CH:10][CH:9]=1)[C:2]1[CH:7]=[CH:6][CH:5]=[CH:4][CH:3]=1.C(OCCC1CCN(CC2C=CC=CC=2)CC=1)(C1C=CC=CC=1)C1C=CC=CC=1.Cl[C:53]([O:55][CH3:56])=[O:54], predict the reaction product. (3) Given the reactants [C:1]1([NH:7][C:8]([C:10]2[NH:11][C:12]3[C:17]([C:18]=2[C:19]2[CH:24]=[CH:23][CH:22]=[CH:21][CH:20]=2)=[CH:16][C:15]([NH2:25])=[CH:14][CH:13]=3)=[O:9])[CH:6]=[CH:5][CH:4]=[CH:3][CH:2]=1.[CH3:26][S:27]([C:30]1[CH:35]=[CH:34][C:33]([S:36](Cl)(=[O:38])=[O:37])=[CH:32][CH:31]=1)(=[O:29])=[O:28], predict the reaction product. The product is: [C:1]1([NH:7][C:8]([C:10]2[NH:11][C:12]3[C:17]([C:18]=2[C:19]2[CH:20]=[CH:21][CH:22]=[CH:23][CH:24]=2)=[CH:16][C:15]([NH:25][S:36]([C:33]2[CH:32]=[CH:31][C:30]([S:27]([CH3:26])(=[O:29])=[O:28])=[CH:35][CH:34]=2)(=[O:38])=[O:37])=[CH:14][CH:13]=3)=[O:9])[CH:6]=[CH:5][CH:4]=[CH:3][CH:2]=1. (4) Given the reactants [C:1](/[N:3]=[C:4](\[S:14][CH3:15])/[NH:5][C:6]1[CH:11]=[C:10]([Cl:12])[CH:9]=[C:8]([Cl:13])[CH:7]=1)#[N:2].[H-].[Na+].[CH3:18]I, predict the reaction product. The product is: [C:1](/[N:3]=[C:4](\[S:14][CH3:15])/[N:5]([C:6]1[CH:7]=[C:8]([Cl:13])[CH:9]=[C:10]([Cl:12])[CH:11]=1)[CH3:18])#[N:2]. (5) Given the reactants C1N2CCN(CC2)C1.[CH2:9]([N:16]1[C:25]2[C:20](=[CH:21][CH:22]=[CH:23][N:24]=2)[C:19](Cl)=[C:18]([N+:27]([O-:29])=[O:28])[C:17]1=[O:30])[C:10]1[CH:15]=[CH:14][CH:13]=[CH:12][CH:11]=1.[N:31]1([C:37]([C:39]2[S:40][CH:41]=[CH:42][CH:43]=2)=[O:38])[CH2:36][CH2:35][NH:34][CH2:33][CH2:32]1, predict the reaction product. The product is: [CH2:9]([N:16]1[C:25]2[C:20](=[CH:21][CH:22]=[CH:23][N:24]=2)[C:19]([N:34]2[CH2:35][CH2:36][N:31]([C:37]([C:39]3[S:40][CH:41]=[CH:42][CH:43]=3)=[O:38])[CH2:32][CH2:33]2)=[C:18]([N+:27]([O-:29])=[O:28])[C:17]1=[O:30])[C:10]1[CH:15]=[CH:14][CH:13]=[CH:12][CH:11]=1. (6) Given the reactants [Cl:1][C:2]1[CH:3]=[N:4][CH:5]=[CH:6][C:7]=1[OH:8].F[C:10]1[CH:15]=[CH:14][CH:13]=[C:12]([C:16]([F:19])([F:18])[F:17])[CH:11]=1.C(=O)([O-])[O-].[K+].[K+], predict the reaction product. The product is: [Cl:1][C:2]1[C:7](=[O:8])[CH:6]=[CH:5][N:4]([C:10]2[CH:15]=[CH:14][CH:13]=[C:12]([C:16]([F:19])([F:18])[F:17])[CH:11]=2)[CH:3]=1. (7) Given the reactants [NH2:1][CH2:2][C@@H:3]([C:8]1[CH:13]=[CH:12][CH:11]=[CH:10][CH:9]=1)[CH2:4][C:5]([OH:7])=[O:6].C([O-])([O-])=O.[K+].[K+].[CH3:20][C:21]([O:24][C:25](O[C:25]([O:24][C:21]([CH3:23])([CH3:22])[CH3:20])=[O:26])=[O:26])([CH3:23])[CH3:22], predict the reaction product. The product is: [C:21]([O:24][C:25]([NH:1][CH2:2][C@@H:3]([C:8]1[CH:13]=[CH:12][CH:11]=[CH:10][CH:9]=1)[CH2:4][C:5]([OH:7])=[O:6])=[O:26])([CH3:23])([CH3:22])[CH3:20].